From a dataset of Reaction yield outcomes from USPTO patents with 853,638 reactions. Predict the reaction yield, written as a fraction of the theoretical maximum amount of product (1.0 means a 100% yield; for example, 0.34 means a 34% yield). (1) The reactants are C([O:8][C:9]1[C:14]([F:15])=[CH:13][CH:12]=[C:11]([F:16])[N:10]=1)C1C=CC=CC=1. The catalyst is CO.[Pd]. The product is [F:15][C:14]1[C:9]([OH:8])=[N:10][C:11]([F:16])=[CH:12][CH:13]=1. The yield is 0.880. (2) The reactants are C([O-])(O)=O.[Na+].[C:6](=[S:9])([NH2:8])[CH3:7].Cl[CH2:11][C:12]([C:14]1[C:22]2[C:17](=[N:18][CH:19]=[C:20]([NH:23][C:24](=[O:40])[C:25]3[C:30]([F:31])=[CH:29][CH:28]=[C:27]([NH:32][S:33]([CH2:36][CH2:37][CH3:38])(=[O:35])=[O:34])[C:26]=3[F:39])[CH:21]=2)[NH:16][CH:15]=1)=O.CO. The catalyst is C1COCC1. The product is [F:39][C:26]1[C:27]([NH:32][S:33]([CH2:36][CH2:37][CH3:38])(=[O:34])=[O:35])=[CH:28][CH:29]=[C:30]([F:31])[C:25]=1[C:24]([NH:23][C:20]1[CH:21]=[C:22]2[C:14]([C:12]3[N:8]=[C:6]([CH3:7])[S:9][CH:11]=3)=[CH:15][NH:16][C:17]2=[N:18][CH:19]=1)=[O:40]. The yield is 0.190. (3) The reactants are [Cl:1][C:2]1[CH:7]=[CH:6][C:5]([CH3:8])=[CH:4][C:3]=1[O:9][CH3:10].C1C(=O)N([Br:18])C(=O)C1.CC(N=NC(C#N)(C)C)(C#N)C. The catalyst is C(Cl)(Cl)(Cl)Cl. The product is [Br:18][CH2:8][C:5]1[CH:6]=[CH:7][C:2]([Cl:1])=[C:3]([O:9][CH3:10])[CH:4]=1. The yield is 0.920. (4) The reactants are C[O:2][C:3]1[CH:8]=[CH:7][C:6]([C:9]2([C:12]([O:14][CH3:15])=[O:13])[CH2:11][CH2:10]2)=[CH:5][CH:4]=1.CCS.[Al+3].[Cl-].[Cl-].[Cl-]. The yield is 0.950. The catalyst is ClCCl. The product is [CH3:15][O:14][C:12]([C:9]1([C:6]2[CH:5]=[CH:4][C:3]([OH:2])=[CH:8][CH:7]=2)[CH2:10][CH2:11]1)=[O:13]. (5) The reactants are Br[C:2]1[CH:7]=[CH:6][C:5]([C:8]2[N:12]([CH:13]3[CH2:18][CH2:17][CH2:16][CH2:15][O:14]3)[CH:11]=[N:10][N:9]=2)=[CH:4][C:3]=1[CH3:19].[B:20]1([B:20]2[O:24][C:23]([CH3:26])([CH3:25])[C:22]([CH3:28])([CH3:27])[O:21]2)[O:24][C:23]([CH3:26])([CH3:25])[C:22]([CH3:28])([CH3:27])[O:21]1.ClCCl.C([O-])(=O)C.[K+]. The catalyst is C1C=CC(P(C2C=CC=CC=2)[C-]2C=CC=C2)=CC=1.C1C=CC(P(C2C=CC=CC=2)[C-]2C=CC=C2)=CC=1.Cl[Pd]Cl.[Fe+2].CS(C)=O. The product is [CH3:19][C:3]1[CH:4]=[C:5]([C:8]2[N:12]([CH:13]3[CH2:18][CH2:17][CH2:16][CH2:15][O:14]3)[CH:11]=[N:10][N:9]=2)[CH:6]=[CH:7][C:2]=1[B:20]1[O:24][C:23]([CH3:26])([CH3:25])[C:22]([CH3:28])([CH3:27])[O:21]1. The yield is 0.800. (6) The reactants are [C:1]([C:3]1[CH:15]=[CH:14][C:6]([CH2:7][N:8]2[CH2:13][CH2:12][O:11][CH2:10][CH2:9]2)=[CH:5][CH:4]=1)#[CH:2].[CH3:16][C:17]1([CH3:24])[C:21]([CH3:23])([CH3:22])[O:20][BH:19][O:18]1. The catalyst is C1(C)C=CC=CC=1. The product is [CH3:16][C:17]1([CH3:24])[C:21]([CH3:23])([CH3:22])[O:20][B:19](/[CH:2]=[CH:1]/[C:3]2[CH:15]=[CH:14][C:6]([CH2:7][N:8]3[CH2:9][CH2:10][O:11][CH2:12][CH2:13]3)=[CH:5][CH:4]=2)[O:18]1. The yield is 0.790. (7) The catalyst is C1COCC1. The product is [Cl:28][CH2:27][CH2:26][CH2:25][CH2:24][C:13]1([C:16]([O:18][C:19]([CH3:22])([CH3:21])[CH3:20])=[O:17])[CH2:15][CH2:14]1. The reactants are [Li]CCCC.N(C(C)C)C(C)C.[CH:13]1([C:16]([O:18][C:19]([CH3:22])([CH3:21])[CH3:20])=[O:17])[CH2:15][CH2:14]1.Br[CH2:24][CH2:25][CH2:26][CH2:27][Cl:28].[NH4+].[Cl-]. The yield is 0.520. (8) The reactants are [F:1][C:2]1[CH:3]=[CH:4][C:5]([NH:8][NH:9][C:10](=O)[C:11]([N:14]([CH3:16])[CH3:15])([CH3:13])[CH3:12])=[N:6][CH:7]=1.C1C=CC(P(C2C=CC=CC=2)C2C=CC=CC=2)=CC=1.CCN(CC)CC.ClC(Cl)(Cl)C(Cl)(Cl)Cl. The catalyst is C1COCC1. The product is [F:1][C:2]1[CH:3]=[CH:4][C:5]2[N:6]([C:10]([C:11]([N:14]([CH3:16])[CH3:15])([CH3:13])[CH3:12])=[N:9][N:8]=2)[CH:7]=1. The yield is 0.850. (9) The reactants are [CH3:1]OC(=O)C1C=CC(N(CC2C=CC=CC=2)S(C2C=CC(OC)=CC=2)(=O)=O)=CC=1.N1[CH:35]=[CH:34][CH:33]=[CH:32][C:31]=1[CH2:36][NH:37][CH2:38][C:39]1[CH:46]=[CH:45][C:42]([C:43]#[N:44])=[CH:41][CH:40]=1.[F:47][C:48]1[CH:53]=[C:52]([Cl:54])[CH:51]=[CH:50][C:49]=1[S:55](Cl)(=[O:57])=[O:56]. No catalyst specified. The product is [CH2:36]([N:37]([CH2:38][C:39]1[CH:46]=[CH:45][C:42]([C:43]#[N:44])=[CH:41][CH:40]=1)[S:55]([C:49]1[CH:50]=[CH:51][C:52]([Cl:54])=[CH:53][C:48]=1[F:47])(=[O:57])=[O:56])[C:31]1[CH:1]=[CH:35][CH:34]=[CH:33][CH:32]=1. The yield is 0.760. (10) The reactants are [H-].[Na+].[CH2:3]([NH:5][C:6]1[N:10]([CH2:11][C:12]2[CH:17]=[CH:16][C:15]([C:18]3[CH:23]=[CH:22][CH:21]=[CH:20][C:19]=3[C:24]#[N:25])=[CH:14][CH:13]=2)[C:9]2[C:26]([C:30]([O:32][CH3:33])=[O:31])=[CH:27][CH:28]=[CH:29][C:8]=2[N:7]=1)[CH3:4].[CH3:34]I.O. The catalyst is CN(C=O)C. The product is [CH2:3]([N:5]([CH3:34])[C:6]1[N:10]([CH2:11][C:12]2[CH:13]=[CH:14][C:15]([C:18]3[CH:23]=[CH:22][CH:21]=[CH:20][C:19]=3[C:24]#[N:25])=[CH:16][CH:17]=2)[C:9]2[C:26]([C:30]([O:32][CH3:33])=[O:31])=[CH:27][CH:28]=[CH:29][C:8]=2[N:7]=1)[CH3:4]. The yield is 0.820.